Predict which catalyst facilitates the given reaction. From a dataset of Catalyst prediction with 721,799 reactions and 888 catalyst types from USPTO. (1) Reactant: [NH2:1][C:2]1[C:11]2[C:6](=[CH:7][C:8]([O:14][CH3:15])=[C:9]([O:12][CH3:13])[CH:10]=2)[N:5]=[C:4](Cl)[N:3]=1.[CH3:17][NH:18][CH2:19][CH2:20][C:21]#[N:22].C1(C)C=CC(S(O)(=O)=O)=CC=1. Product: [NH2:1][C:2]1[C:11]2[C:6](=[CH:7][C:8]([O:14][CH3:15])=[C:9]([O:12][CH3:13])[CH:10]=2)[N:5]=[C:4]([CH2:17][NH:18][CH2:19][CH2:20][C:21]#[N:22])[N:3]=1. The catalyst class is: 51. (2) Reactant: [Br:1][C:2]1[CH:3]=[C:4]([F:11])[C:5]([OH:10])=[C:6]([CH:9]=1)[CH:7]=[O:8].CI.[C:14](=O)([O-])[O-].[K+].[K+]. Product: [Br:1][C:2]1[CH:3]=[C:4]([F:11])[C:5]([O:10][CH3:14])=[C:6]([CH:9]=1)[CH:7]=[O:8]. The catalyst class is: 42. (3) Reactant: [O:1]1[CH:5]=[CH:4][CH:3]=[C:2]1[C:6]1[O:10][N:9]=[C:8]([CH2:11][OH:12])[CH:7]=1.[CH:13]1[N:17]=[CH:16][N:15]([C:18](N2C=NC=C2)=[O:19])[CH:14]=1. Product: [O:1]1[CH:5]=[CH:4][CH:3]=[C:2]1[C:6]1[O:10][N:9]=[C:8]([CH2:11][O:12][C:18]([N:15]2[CH:14]=[CH:13][N:17]=[CH:16]2)=[O:19])[CH:7]=1. The catalyst class is: 2. (4) Product: [F:39][C:38]([F:41])([F:40])[C:36]([OH:42])=[O:37].[C:6]([CH2:5][CH:9]1[C:15]2[CH:16]=[CH:17][CH:18]=[CH:19][C:14]=2[N:13]([CH2:20][C:21]([NH:23][CH2:24][C:25]2[CH:26]=[CH:27][C:28]([NH:31][C:32](=[NH:33])[NH2:34])=[CH:29][CH:30]=2)=[O:22])[C:12](=[O:35])[CH2:11][CH2:10]1)([OH:8])=[O:7]. Reactant: C([CH:5]([CH:9]1[C:15]2[CH:16]=[CH:17][CH:18]=[CH:19][C:14]=2[N:13]([CH2:20][C:21]([NH:23][CH2:24][C:25]2[CH:30]=[CH:29][C:28]([NH:31][C:32]([NH2:34])=[NH:33])=[CH:27][CH:26]=2)=[O:22])[C:12](=[O:35])[CH2:11][CH2:10]1)[C:6]([OH:8])=[O:7])(C)(C)C.[C:36]([OH:42])([C:38]([F:41])([F:40])[F:39])=[O:37]. The catalyst class is: 2. (5) The catalyst class is: 18. Reactant: Cl[C:2]1[C:7]([C:8]([O:10]CC)=O)=[C:6]([CH3:13])[N:5]=[CH:4][N:3]=1.[CH2:14]([O:21][NH:22][C:23](=[O:31])[CH2:24][C:25]1[CH:30]=[CH:29][CH:28]=[CH:27][CH:26]=1)[C:15]1[CH:20]=[CH:19][CH:18]=[CH:17][CH:16]=1.C(=O)([O-])[O-].[K+].[K+].C(OCC)(=O)C. Product: [CH2:14]([O:21][N:22]1[C:2]2[N:3]=[CH:4][N:5]=[C:6]([CH3:13])[C:7]=2[C:8]([OH:10])=[C:24]([C:25]2[CH:30]=[CH:29][CH:28]=[CH:27][CH:26]=2)[C:23]1=[O:31])[C:15]1[CH:16]=[CH:17][CH:18]=[CH:19][CH:20]=1.